Dataset: Forward reaction prediction with 1.9M reactions from USPTO patents (1976-2016). Task: Predict the product of the given reaction. The product is: [CH2:13]([S:16][CH2:3][CH2:4][CH2:5][S:6]([OH:9])(=[O:8])=[O:7])[CH2:14][S:15][CH2:3][CH2:4][CH2:5][S:6]([OH:9])(=[O:8])=[O:7]. Given the reactants [Na+].Br[CH2:3][CH2:4][CH2:5][S:6]([O-:9])(=[O:8])=[O:7].C[O-].[Na+].[CH2:13]([SH:16])[CH2:14][SH:15].Cl, predict the reaction product.